From a dataset of Peptide-MHC class I binding affinity with 185,985 pairs from IEDB/IMGT. Regression. Given a peptide amino acid sequence and an MHC pseudo amino acid sequence, predict their binding affinity value. This is MHC class I binding data. (1) The peptide sequence is KYKLKHIVW. The MHC is HLA-B42:01 with pseudo-sequence HLA-B42:01. The binding affinity (normalized) is 0. (2) The MHC is HLA-A11:01 with pseudo-sequence HLA-A11:01. The peptide sequence is PLLCNLNKSH. The binding affinity (normalized) is 0. (3) The peptide sequence is NTANPDWDFN. The MHC is HLA-A02:02 with pseudo-sequence HLA-A02:02. The binding affinity (normalized) is 0. (4) The peptide sequence is IVLGNPVFLAL. The MHC is H-2-Kb with pseudo-sequence H-2-Kb. The binding affinity (normalized) is 0.190. (5) The peptide sequence is MAWERGPAL. The MHC is HLA-B45:06 with pseudo-sequence HLA-B45:06. The binding affinity (normalized) is 0.213. (6) The peptide sequence is KSRLNALGK. The MHC is HLA-A03:01 with pseudo-sequence HLA-A03:01. The binding affinity (normalized) is 0.776. (7) The peptide sequence is RYICPVQQI. The MHC is HLA-B40:01 with pseudo-sequence HLA-B40:01. The binding affinity (normalized) is 0.0847. (8) The peptide sequence is SEIDLILGY. The MHC is HLA-A02:01 with pseudo-sequence HLA-A02:01. The binding affinity (normalized) is 0.